From a dataset of Retrosynthesis with 50K atom-mapped reactions and 10 reaction types from USPTO. Predict the reactants needed to synthesize the given product. (1) The reactants are: CCOC(=O)c1cccc(N=C(C)c2ccccc2)c1. Given the product CCOC(=O)c1cccc(NC(C)c2ccccc2)c1, predict the reactants needed to synthesize it. (2) Given the product CCOC(=O)[C@@H]1CCCC[C@@H]1N(CCC(C)(C)C)C(=O)CC1=NS(=O)(=O)c2cc(NS(C)(=O)=O)ccc2N1, predict the reactants needed to synthesize it. The reactants are: CCOC(=O)[C@@H]1CCCC[C@@H]1NCCC(C)(C)C.CS(=O)(=O)Nc1ccc2c(c1)S(=O)(=O)N=C(CC(=O)O)N2. (3) The reactants are: Fc1ccc(I)cc1.O=C(O)CCc1c[nH]c2ccc(Cl)cc12. Given the product O=C(O)CCc1cn(-c2ccc(F)cc2)c2ccc(Cl)cc12, predict the reactants needed to synthesize it.